Dataset: Catalyst prediction with 721,799 reactions and 888 catalyst types from USPTO. Task: Predict which catalyst facilitates the given reaction. (1) Reactant: C([N:8]1[CH:17]=[C:16]2[C:11]([N:12]([CH3:29])[C:13](=[O:28])[C:14]([C:18]3[CH:23]=[C:22]([N+:24]([O-])=O)[CH:21]=[CH:20][C:19]=3[CH3:27])=[CH:15]2)=[C:10]2[CH:30]=[CH:31][N:32]=[C:9]12)C1C=CC=CC=1. Product: [NH2:24][C:22]1[CH:21]=[CH:20][C:19]([CH3:27])=[C:18]([C:14]2[C:13](=[O:28])[N:12]([CH3:29])[C:11]3[C:16](=[CH:17][N:8]=[C:9]4[NH:32][CH:31]=[CH:30][C:10]4=3)[CH:15]=2)[CH:23]=1. The catalyst class is: 261. (2) Reactant: C(Cl)(=O)C(Cl)=O.CS(C)=O.[Cl:11][C:12]1[CH:28]=[C:27]([C:29]([F:32])([F:31])[F:30])[CH:26]=[CH:25][C:13]=1[CH2:14][N:15]1[C:19]([CH2:20][OH:21])=[CH:18][C:17]([CH:22]([CH3:24])[CH3:23])=[N:16]1.C(N(CC)CC)C. Product: [Cl:11][C:12]1[CH:28]=[C:27]([C:29]([F:32])([F:30])[F:31])[CH:26]=[CH:25][C:13]=1[CH2:14][N:15]1[C:19]([CH:20]=[O:21])=[CH:18][C:17]([CH:22]([CH3:24])[CH3:23])=[N:16]1. The catalyst class is: 34. (3) Reactant: [CH3:1][O:2][C:3]([C:5]1[S:6][CH:7]=[CH:8][C:9]=1[NH2:10])=[O:4].N1C=CC=CC=1.[F:17][C:18]([F:29])([F:28])[C:19](O[C:19](=[O:20])[C:18]([F:29])([F:28])[F:17])=[O:20]. Product: [CH3:1][O:2][C:3]([C:5]1[S:6][CH:7]=[CH:8][C:9]=1[NH:10][C:19](=[O:20])[C:18]([F:29])([F:28])[F:17])=[O:4]. The catalyst class is: 10.